From a dataset of Reaction yield outcomes from USPTO patents with 853,638 reactions. Predict the reaction yield, written as a fraction of the theoretical maximum amount of product (1.0 means a 100% yield; for example, 0.34 means a 34% yield). (1) The yield is 0.600. The catalyst is [OH-].[Na+]. The reactants are [NH2:1][C@@H:2]([C:6]([OH:9])([CH3:8])[CH3:7])[C:3]([OH:5])=[O:4].[CH:10](=O)[C:11]1[CH:16]=[CH:15][CH:14]=[CH:13][CH:12]=1.[BH4-].[Na+]. The product is [CH2:10]([NH:1][C@@H:2]([C:6]([OH:9])([CH3:8])[CH3:7])[C:3]([OH:5])=[O:4])[C:11]1[CH:16]=[CH:15][CH:14]=[CH:13][CH:12]=1. (2) The reactants are Cl[C:2]1[C:7]([CH:8]=[O:9])=[C:6]([N:10]2[C:22](=[O:23])[C:14]3=[CH:15][N:16]4[C:21]([CH2:20][CH2:19][CH2:18][CH2:17]4)=[C:13]3[CH:12]=[N:11]2)[N:5]=[CH:4][CH:3]=1.C([CH:26]1[CH2:31][N:30]([CH:32]2[CH2:35][O:34][CH2:33]2)[CH2:29][CH2:28][N:27]1[C:36]1[CH:37]=[CH:38][C:39]([NH:42][C:43]2[C:44](=[O:59])[N:45]([CH3:58])[CH:46]=[C:47](B3OC(C)(C)C(C)(C)O3)[CH:48]=2)=[N:40][CH:41]=1)C.C([O-])([O-])=O.[Na+].[Na+].CN(C=O)C. The product is [CH3:58][N:45]1[C:44](=[O:59])[C:43]([NH:42][C:39]2[CH:38]=[CH:37][C:36]([N:27]3[CH2:28][CH2:29][N:30]([CH:32]4[CH2:33][O:34][CH2:35]4)[CH2:31][CH2:26]3)=[CH:41][N:40]=2)=[CH:48][C:47]([C:2]2[C:7]([CH:8]=[O:9])=[C:6]([N:10]3[C:22](=[O:23])[C:14]4=[CH:15][N:16]5[C:21]([CH2:20][CH2:19][CH2:18][CH2:17]5)=[C:13]4[CH:12]=[N:11]3)[N:5]=[CH:4][CH:3]=2)=[CH:46]1. The catalyst is O. The yield is 0.400. (3) The catalyst is O1CCCC1. The yield is 0.600. The reactants are [Na].[CH:2]([C:4]1[N:9]=[CH:8][C:7]([C:10]2[CH:19]=[C:18]3[C:13]([CH:14]=[C:15]([NH:20][C:21]([CH:23]4[CH2:25][CH2:24]4)=[O:22])[N:16]=[CH:17]3)=[CH:12][CH:11]=2)=[C:6]([CH3:26])[CH:5]=1)=[O:3]. The product is [OH:3][CH2:2][C:4]1[N:9]=[CH:8][C:7]([C:10]2[CH:19]=[C:18]3[C:13]([CH:14]=[C:15]([NH:20][C:21]([CH:23]4[CH2:25][CH2:24]4)=[O:22])[N:16]=[CH:17]3)=[CH:12][CH:11]=2)=[C:6]([CH3:26])[CH:5]=1. (4) The reactants are CCN=C=NCCCN(C)C.Cl.[Br:13][C:14]1[CH:15]=[C:16]([NH2:21])[C:17]([NH2:20])=[CH:18][CH:19]=1.[C:22]([N:29]1[CH2:36][CH2:35][CH2:34][C@H:30]1[C:31](O)=O)([O:24][C:25]([CH3:28])([CH3:27])[CH3:26])=[O:23].ON1C2C=CC=CC=2N=N1. The catalyst is C(Cl)Cl.O.C(O)(=O)C. The product is [Br:13][C:14]1[CH:19]=[CH:18][C:17]2[N:20]=[C:31]([C@@H:30]3[CH2:34][CH2:35][CH2:36][N:29]3[C:22]([O:24][C:25]([CH3:26])([CH3:28])[CH3:27])=[O:23])[NH:21][C:16]=2[CH:15]=1. The yield is 0.612. (5) The reactants are F[P-](F)(F)(F)(F)F.N1(OC(N(C)C)=[N+](C)C)C2N=CC=CC=2N=N1.Cl.[OH:26][C@H:27]1[CH2:31][NH:30][C@H:29]([C:32]([O:34][CH3:35])=[O:33])[CH2:28]1.[C:36]([O:40][C:41]([NH:43][CH:44]([C@H:48]([CH3:56])[CH2:49][CH:50]([CH3:55])[CH2:51][CH2:52][CH:53]=[CH2:54])[C:45](O)=[O:46])=[O:42])([CH3:39])([CH3:38])[CH3:37].CCN(CC)CC. The catalyst is C(Cl)Cl. The product is [C:36]([O:40][C:41]([NH:43][C@@H:44]([C@H:48]([CH3:56])[CH2:49][CH:50]([CH3:55])[CH2:51][CH2:52][CH:53]=[CH2:54])[C:45]([N:30]1[CH2:31][C@H:27]([OH:26])[CH2:28][C@H:29]1[C:32]([O:34][CH3:35])=[O:33])=[O:46])=[O:42])([CH3:39])([CH3:38])[CH3:37]. The yield is 0.300. (6) The reactants are Cl[C:2]1[N:3]=[N+:4]([O-:12])[C:5]2[CH:11]=[CH:10][CH:9]=[CH:8][C:6]=2[N:7]=1.[CH3:13][O:14][CH2:15][CH2:16][C:17]1[CH:18]=[C:19]([CH:21]=[CH:22][CH:23]=1)[NH2:20]. The catalyst is CS(C)=O. The product is [CH3:13][O:14][CH2:15][CH2:16][C:17]1[CH:18]=[C:19]([NH:20][C:2]2[N:3]=[N+:4]([O-:12])[C:5]3[CH:11]=[CH:10][CH:9]=[CH:8][C:6]=3[N:7]=2)[CH:21]=[CH:22][CH:23]=1. The yield is 0.960. (7) The reactants are [F:1][C:2]1[CH:7]=[C:6]([F:8])[CH:5]=[CH:4][C:3]=1[C:9]1[O:13][N:12]=[CH:11][C:10]=1[CH2:14]O.S(Cl)([Cl:18])=O. The catalyst is C1(C)C=CC=CC=1. The product is [Cl:18][CH2:14][C:10]1[CH:11]=[N:12][O:13][C:9]=1[C:3]1[CH:4]=[CH:5][C:6]([F:8])=[CH:7][C:2]=1[F:1]. The yield is 0.810.